The task is: Predict which catalyst facilitates the given reaction.. This data is from Catalyst prediction with 721,799 reactions and 888 catalyst types from USPTO. (1) Product: [CH3:1][O:2][C:3](=[O:27])[NH:4][C@@H:5]1[C@@H:9]([N:10]2[CH2:15][C:14]([F:18])([F:17])[CH2:13][CH2:12][C:11]2=[O:19])[CH2:8][N:7]([CH2:20][C:21]2[CH:26]=[CH:25][CH:24]=[CH:23][CH:22]=2)[CH2:6]1. The catalyst class is: 9. Reactant: [CH3:1][O:2][C:3](=[O:27])[NH:4][C@@H:5]1[C@@H:9]([NH:10][C:11](=[O:19])[CH2:12][CH2:13][C:14]([F:18])([F:17])[CH2:15]Cl)[CH2:8][N:7]([CH2:20][C:21]2[CH:26]=[CH:25][CH:24]=[CH:23][CH:22]=2)[CH2:6]1.CC(C)([O-])C.[Na+]. (2) Reactant: [CH:1]1([CH:7]([NH:25][C:26]2[CH:34]=[CH:33][C:29]([C:30](O)=[O:31])=[CH:28][CH:27]=2)[C:8]2[CH:12]=[C:11]([C:13]3[CH:18]=[CH:17][C:16]([C:19]([F:22])([F:21])[F:20])=[CH:15][CH:14]=3)[O:10][C:9]=2[CH2:23][CH3:24])[CH2:6][CH2:5][CH2:4][CH2:3][CH2:2]1.Cl.[OH:36][CH:37]([CH2:42][NH:43][CH3:44])[C:38]([O:40]C)=[O:39].Cl.C(N=C=NCCCN(C)C)C.O.OC1C2N=NNC=2C=CC=1. Product: [CH:1]1([CH:7]([NH:25][C:26]2[CH:27]=[CH:28][C:29]([C:30]([N:43]([CH3:44])[CH2:42][CH:37]([OH:36])[C:38]([OH:40])=[O:39])=[O:31])=[CH:33][CH:34]=2)[C:8]2[CH:12]=[C:11]([C:13]3[CH:18]=[CH:17][C:16]([C:19]([F:22])([F:20])[F:21])=[CH:15][CH:14]=3)[O:10][C:9]=2[CH2:23][CH3:24])[CH2:6][CH2:5][CH2:4][CH2:3][CH2:2]1. The catalyst class is: 842. (3) Reactant: [Cl:1][C:2]1[CH:3]=[C:4]([CH:8]([OH:30])[CH2:9][NH:10][C:11]2[CH:16]=[CH:15][NH:14][C:13](=[O:17])[C:12]=2[C:18]2[NH:19][C:20]3[CH:26]=[C:25]([C:27]#N)[CH:24]=[C:23]([CH3:29])[C:21]=3[N:22]=2)[CH:5]=[CH:6][CH:7]=1.C([Al]CC(C)C)C(C)C.C(OCC)(=[O:42])C.O. Product: [Cl:1][C:2]1[CH:3]=[C:4]([CH:8]([OH:30])[CH2:9][NH:10][C:11]2[CH:16]=[CH:15][NH:14][C:13](=[O:17])[C:12]=2[C:18]2[NH:19][C:20]3[CH:26]=[C:25]([CH:27]=[O:42])[CH:24]=[C:23]([CH3:29])[C:21]=3[N:22]=2)[CH:5]=[CH:6][CH:7]=1. The catalyst class is: 11. (4) Reactant: [C:1]([O:5][C:6]([NH:8][C@@H:9]([CH:40]([CH3:42])[CH3:41])[C:10]([NH:12][C@@H:13]([CH2:25][C:26]1[CH:31]=[CH:30][CH:29]=[C:28]([O:32][Si:33]([C:36]([CH3:39])([CH3:38])[CH3:37])([CH3:35])[CH3:34])[CH:27]=1)[C:14]([N:16]1[CH2:21][CH2:20][CH2:19][C@@H:18]([C:22]([OH:24])=[O:23])[NH:17]1)=[O:15])=[O:11])=[O:7])([CH3:4])([CH3:3])[CH3:2].[CH:43]([C:45]1[CH:53]=[C:52]2[C:48]([CH2:49][CH2:50][C@H:51]2O)=[CH:47][CH:46]=1)=[CH2:44].C(N=C=NCCCN(C)C)C. Product: [CH:43]([C:45]1[CH:53]=[C:52]2[C:48]([CH2:49][CH2:50][C@H:51]2[O:23][C:22]([C@@H:18]2[CH2:19][CH2:20][CH2:21][N:16]([C:14](=[O:15])[C@@H:13]([NH:12][C:10](=[O:11])[C@@H:9]([NH:8][C:6]([O:5][C:1]([CH3:2])([CH3:3])[CH3:4])=[O:7])[CH:40]([CH3:42])[CH3:41])[CH2:25][C:26]3[CH:31]=[CH:30][CH:29]=[C:28]([O:32][Si:33]([C:36]([CH3:39])([CH3:38])[CH3:37])([CH3:34])[CH3:35])[CH:27]=3)[NH:17]2)=[O:24])=[CH:47][CH:46]=1)=[CH2:44]. The catalyst class is: 119.